Binary Classification. Given a drug SMILES string, predict its activity (active/inactive) in a high-throughput screening assay against a specified biological target. From a dataset of Cav3 T-type calcium channel HTS with 100,875 compounds. (1) The drug is o1c(C2N=C(N3CCCCC3)NC(=O)C2C(OCC)=O)ccc1. The result is 0 (inactive). (2) The molecule is Oc1c(CC(=O)Nc2c(cccc2)C)c(=O)[nH]c2c1cccc2. The result is 0 (inactive). (3) The molecule is s1c(nnc1NC(=O)C(Sc1[nH]c(N)cc(=O)n1)C)CCCC. The result is 0 (inactive). (4) The molecule is o1c2c(c3CCCCc3c1=O)ccc(OCc1n[nH]nn1)c2. The result is 0 (inactive). (5) The drug is SC(C(S)C(O)=O)C(O)=O. The result is 0 (inactive). (6) The molecule is s1c2nc(oc(=O)c2c(c1C)C)C(C)C. The result is 0 (inactive). (7) The drug is S(=O)(=O)(N(CC(=O)N1CCN(CC1)c1cc(OC)ccc1)C)c1cc2CCC(=O)Nc2cc1. The result is 0 (inactive).